This data is from Forward reaction prediction with 1.9M reactions from USPTO patents (1976-2016). The task is: Predict the product of the given reaction. (1) Given the reactants [CH2:1]([O:3][C:4](=[O:11])[CH2:5][O:6][CH2:7][C:8]([OH:10])=O)[CH3:2].S(Cl)(Cl)=O.CN(C=O)C.[NH2:21][C:22]1[C:23]([I:36])=[C:24]([C:33]([Cl:35])=[O:34])[C:25]([I:32])=[C:26]([C:30]=1[I:31])[C:27]([Cl:29])=[O:28], predict the reaction product. The product is: [CH2:1]([O:3][C:4](=[O:11])[CH2:5][O:6][CH2:7][C:8](=[O:10])[NH:21][C:22]1[C:23]([I:36])=[C:24]([C:33]([Cl:35])=[O:34])[C:25]([I:32])=[C:26]([C:27]([Cl:29])=[O:28])[C:30]=1[I:31])[CH3:2]. (2) Given the reactants Cl[C:2](Cl)([O:4]C(=O)OC(Cl)(Cl)Cl)Cl.[F:13][C:14]([F:22])([F:21])[CH:15]([OH:20])[C:16]([F:19])([F:18])[F:17].C(N(CC)C(C)C)(C)C.[N:32]1([CH2:38][C:39]2[CH:44]=[CH:43][C:42]([N:45]3[CH2:50][CH2:49][O:48][CH2:47][CH2:46]3)=[CH:41][C:40]=2[O:51][C:52]([F:55])([F:54])[F:53])[CH2:37][CH2:36][NH:35][CH2:34][CH2:33]1, predict the reaction product. The product is: [N:45]1([C:42]2[CH:43]=[CH:44][C:39]([CH2:38][N:32]3[CH2:37][CH2:36][N:35]([C:2]([O:20][CH:15]([C:16]([F:19])([F:18])[F:17])[C:14]([F:22])([F:21])[F:13])=[O:4])[CH2:34][CH2:33]3)=[C:40]([O:51][C:52]([F:54])([F:55])[F:53])[CH:41]=2)[CH2:46][CH2:47][O:48][CH2:49][CH2:50]1.